This data is from Forward reaction prediction with 1.9M reactions from USPTO patents (1976-2016). The task is: Predict the product of the given reaction. (1) Given the reactants [F:1][C:2]1[C:7]([O:8][CH3:9])=[CH:6][C:5]([O:10][CH3:11])=[C:4]([F:12])[C:3]=1[N:13]1[CH2:18][C:17]2[CH:19]=[N:20][C:21]3[N:25](S(C4C=CC=CC=4)(=O)=O)[C:24]([CH2:35][CH2:36][N:37]4[CH2:42][CH2:41][O:40][CH2:39][CH2:38]4)=[CH:23][C:22]=3[C:16]=2[N:15]([CH3:43])[C:14]1=[O:44].CC(C)([O-])C.[K+], predict the reaction product. The product is: [F:1][C:2]1[C:7]([O:8][CH3:9])=[CH:6][C:5]([O:10][CH3:11])=[C:4]([F:12])[C:3]=1[N:13]1[CH2:18][C:17]2[CH:19]=[N:20][C:21]3[NH:25][C:24]([CH2:35][CH2:36][N:37]4[CH2:38][CH2:39][O:40][CH2:41][CH2:42]4)=[CH:23][C:22]=3[C:16]=2[N:15]([CH3:43])[C:14]1=[O:44]. (2) Given the reactants [CH:1]1([S:7]([C:10]([C:13]2[CH:18]=[C:17]([N:19]3[CH2:24][CH2:23][O:22][CH2:21][C@@H:20]3[CH3:25])[N:16]=[C:15]([C:26]3[CH:31]=[CH:30][C:29]([NH:32][C:33](=O)[O:34]C4C=CC=CC=4)=[CH:28][CH:27]=3)[N:14]=2)([CH3:12])[CH3:11])(=[O:9])=[O:8])[CH2:6][CH2:5][CH2:4][CH2:3][CH2:2]1.C1(S(C[C:70]2[CH:69]=[C:68]([N:71]3CCOC[C@@H]3C)N=C(C3[CH:70]=[CH:69][C:68]([NH:71]C(=O)OC4C=CC=CC=4)=CC=3)N=2)(=O)=O)CCCCC1, predict the reaction product. The product is: [CH:1]1([S:7]([C:10]([C:13]2[CH:18]=[C:17]([N:19]3[CH2:24][CH2:23][O:22][CH2:21][C@@H:20]3[CH3:25])[N:16]=[C:15]([C:26]3[CH:27]=[CH:28][C:29]([NH:32][C:33]([NH:71][CH:68]4[CH2:70][CH2:69]4)=[O:34])=[CH:30][CH:31]=3)[N:14]=2)([CH3:11])[CH3:12])(=[O:8])=[O:9])[CH2:6][CH2:5][CH2:4][CH2:3][CH2:2]1. (3) Given the reactants [CH2:1]([O:3][C:4](=[O:15])[CH:5]([CH2:11][CH:12]1[CH2:14][CH2:13]1)[C:6]([O:8][CH2:9][CH3:10])=[O:7])[CH3:2].[H-].[Na+].C1C(=O)N([Br:25])C(=O)C1, predict the reaction product. The product is: [CH2:9]([O:8][C:6](=[O:7])[C:5]([Br:25])([CH2:11][CH:12]1[CH2:13][CH2:14]1)[C:4]([O:3][CH2:1][CH3:2])=[O:15])[CH3:10]. (4) Given the reactants [CH3:1][N:2]1[CH:8]2[CH2:9][CH2:10][CH:3]1[CH2:4][NH:5][CH2:6][CH2:7]2.[S:11](N)([NH2:14])(=[O:13])=[O:12], predict the reaction product. The product is: [CH3:1][N:2]1[CH:8]2[CH2:9][CH2:10][CH:3]1[CH2:4][N:5]([S:11]([NH2:14])(=[O:13])=[O:12])[CH2:6][CH2:7]2.